From a dataset of Catalyst prediction with 721,799 reactions and 888 catalyst types from USPTO. Predict which catalyst facilitates the given reaction. (1) Reactant: [CH3:1][O:2][C:3]1[CH:8]=[CH:7][C:6]([CH2:9][C:10]([NH:12][C:13]2[CH:50]=[CH:49][C:16]([C:17]([N:19]([CH2:45][C:46]([OH:48])=O)[CH2:20][C:21]3[CH:26]=[CH:25][C:24]([C:27]4[N:31]=[C:30]([C:32]5[CH:37]=[CH:36][C:35]([C:38]6[CH:43]=[CH:42][C:41]([CH3:44])=[CH:40][CH:39]=6)=[CH:34][CH:33]=5)[O:29][N:28]=4)=[CH:23][CH:22]=3)=[O:18])=[CH:15][CH:14]=2)=[O:11])=[C:5]([C:51]([F:54])([F:53])[F:52])[CH:4]=1.[NH2:55][C:56]([CH3:62])([CH3:61])[C:57]([O:59][CH3:60])=[O:58].C1C=CC2N(O)N=NC=2C=1.C1(N=C=NC2CCCCC2)CCCCC1. Product: [CH3:1][O:2][C:3]1[CH:8]=[CH:7][C:6]([CH2:9][C:10]([NH:12][C:13]2[CH:50]=[CH:49][C:16]([C:17]([N:19]([CH2:45][C:46]([NH:55][C:56]([CH3:62])([CH3:61])[C:57]([O:59][CH3:60])=[O:58])=[O:48])[CH2:20][C:21]3[CH:22]=[CH:23][C:24]([C:27]4[N:31]=[C:30]([C:32]5[CH:33]=[CH:34][C:35]([C:38]6[CH:43]=[CH:42][C:41]([CH3:44])=[CH:40][CH:39]=6)=[CH:36][CH:37]=5)[O:29][N:28]=4)=[CH:25][CH:26]=3)=[O:18])=[CH:15][CH:14]=2)=[O:11])=[C:5]([C:51]([F:53])([F:52])[F:54])[CH:4]=1. The catalyst class is: 3. (2) Reactant: CS[C:3]1[N:4]=[C:5]([N:36]2[CH2:41][CH2:40][O:39][CH2:38][CH2:37]2)[C:6]2[C:11]([C:12]3[CH:17]=[CH:16][CH:15]=[CH:14][CH:13]=3)=[C:10]([C:18]3[CH:23]=[CH:22][C:21]([C:24]4([NH:28][C:29](=[O:35])[O:30][C:31]([CH3:34])([CH3:33])[CH3:32])[CH2:27][CH2:26][CH2:25]4)=[CH:20][CH:19]=3)[O:9][C:7]=2[N:8]=1.O[O:43][S:44]([O-:46])=O.[K+].[C:48](=O)([O-])O.[Na+]. Product: [CH3:48][S:44]([C:3]1[N:4]=[C:5]([N:36]2[CH2:41][CH2:40][O:39][CH2:38][CH2:37]2)[C:6]2[C:11]([C:12]3[CH:13]=[CH:14][CH:15]=[CH:16][CH:17]=3)=[C:10]([C:18]3[CH:23]=[CH:22][C:21]([C:24]4([NH:28][C:29](=[O:35])[O:30][C:31]([CH3:34])([CH3:33])[CH3:32])[CH2:27][CH2:26][CH2:25]4)=[CH:20][CH:19]=3)[O:9][C:7]=2[N:8]=1)(=[O:46])=[O:43]. The catalyst class is: 87. (3) Reactant: [CH:1]([N:4]1[CH:9]=[CH:8][C:7]([C:10]([O:12]C)=[O:11])=[CH:6][C:5]1=[O:14])([CH3:3])[CH3:2].[OH-].[Li+].O1CCCC1.CO. Product: [CH:1]([N:4]1[CH:9]=[CH:8][C:7]([C:10]([OH:12])=[O:11])=[CH:6][C:5]1=[O:14])([CH3:3])[CH3:2]. The catalyst class is: 6. (4) Reactant: [S:1]1[CH:5]=[CH:4][CH:3]=[C:2]1[CH:6]=O.[NH2:8][C:9]1[CH:21]=[CH:20][C:19]2[C:18]3[C:13](=[CH:14][C:15]([NH2:22])=[CH:16][CH:17]=3)[CH2:12][C:11]=2[CH:10]=1.[C:23](O)([C:25](F)(F)F)=O. Product: [S:1]1[CH:5]=[CH:4][CH:3]=[C:2]1[CH:6]=[N:8][C:9]1[CH:10]=[C:11]2[C:19]([C:18]3[CH:17]=[CH:16][C:15]([N:22]=[CH:3][C:2]4[S:1][CH:5]=[CH:23][CH:25]=4)=[CH:14][C:13]=3[CH2:12]2)=[CH:20][CH:21]=1. The catalyst class is: 32. (5) Reactant: [F:1][C:2]1[CH:10]=[CH:9][C:8]([N+:11]([O-:13])=[O:12])=[CH:7][C:3]=1[C:4](O)=[O:5].B.C1COCC1. Product: [F:1][C:2]1[CH:10]=[CH:9][C:8]([N+:11]([O-:13])=[O:12])=[CH:7][C:3]=1[CH2:4][OH:5]. The catalyst class is: 1.